From a dataset of Orexin1 receptor HTS with 218,158 compounds and 233 confirmed actives. Binary Classification. Given a drug SMILES string, predict its activity (active/inactive) in a high-throughput screening assay against a specified biological target. The compound is O=c1[nH]c2c(cc1C(N(Cc1ccccc1)CC)c1n(nnn1)CCOC)cc(cc2C)C. The result is 0 (inactive).